Dataset: Full USPTO retrosynthesis dataset with 1.9M reactions from patents (1976-2016). Task: Predict the reactants needed to synthesize the given product. (1) Given the product [CH3:1][O:2][C:3](=[O:53])[C@@H:4]([NH:20][C:21]([CH:23]1[CH2:32][C:31]2[CH:30]=[C:29]3[O:33][CH2:34][C@H:35]([C:37]4[CH:42]=[CH:41][C:40]([O:43][CH2:44][C:45]5[CH:50]=[CH:49][C:48]([Cl:51])=[C:47]([Cl:52])[CH:46]=5)=[CH:39][CH:38]=4)[O:36][C:28]3=[CH:27][C:26]=2[CH2:25][N:24]1[S:63]([C:60]1[S:59][C:58]([NH:57][C:54](=[O:56])[CH3:55])=[N:62][CH:61]=1)(=[O:64])=[O:65])=[O:22])[CH2:5][C:6]1[CH:11]=[CH:10][C:9]([C:12]2[CH:13]=[CH:14][C:15]([C:18]#[N:19])=[CH:16][CH:17]=2)=[CH:8][CH:7]=1, predict the reactants needed to synthesize it. The reactants are: [CH3:1][O:2][C:3](=[O:53])[C@@H:4]([NH:20][C:21]([CH:23]1[CH2:32][C:31]2[CH:30]=[C:29]3[O:33][CH2:34][C@H:35]([C:37]4[CH:42]=[CH:41][C:40]([O:43][CH2:44][C:45]5[CH:50]=[CH:49][C:48]([Cl:51])=[C:47]([Cl:52])[CH:46]=5)=[CH:39][CH:38]=4)[O:36][C:28]3=[CH:27][C:26]=2[CH2:25][NH:24]1)=[O:22])[CH2:5][C:6]1[CH:11]=[CH:10][C:9]([C:12]2[CH:17]=[CH:16][C:15]([C:18]#[N:19])=[CH:14][CH:13]=2)=[CH:8][CH:7]=1.[C:54]([NH:57][C:58]1[S:59][C:60]([S:63](Cl)(=[O:65])=[O:64])=[CH:61][N:62]=1)(=[O:56])[CH3:55]. (2) Given the product [CH3:1][O:2][C:3]([C:5]1[CH:14]=[C:13]([O:15][CH2:16][C:17]2[CH:22]=[CH:21][CH:20]=[CH:19][CH:18]=2)[C:12]2[C:7](=[C:8]([N+:37]([O-:39])=[O:38])[CH:9]=[C:10]([NH2:23])[CH:11]=2)[N:6]=1)=[O:4], predict the reactants needed to synthesize it. The reactants are: [CH3:1][O:2][C:3]([C:5]1[CH:14]=[C:13]([O:15][CH2:16][C:17]2[CH:22]=[CH:21][CH:20]=[CH:19][CH:18]=2)[C:12]2[C:7](=[C:8]([N+:37]([O-:39])=[O:38])[CH:9]=[C:10]([N:23]=C(C3C=CC=CC=3)C3C=CC=CC=3)[CH:11]=2)[N:6]=1)=[O:4].Cl. (3) Given the product [Br:23][C:24]1[CH:28]=[C:27]([C:29]([NH:7][C:8]2[CH:21]=[CH:20][C:19]([Cl:22])=[CH:18][C:9]=2[C:10](=[O:11])[NH:12][CH:13]([CH:15]2[CH2:17][CH2:16]2)[CH3:14])=[O:30])[N:26]([C:38]2[C:43]([Cl:44])=[CH:42][CH:41]=[CH:40][N:39]=2)[N:25]=1, predict the reactants needed to synthesize it. The reactants are: CC(C)([O-])C.[K+].[NH2:7][C:8]1[CH:21]=[CH:20][C:19]([Cl:22])=[CH:18][C:9]=1[C:10]([NH:12][CH:13]([CH:15]1[CH2:17][CH2:16]1)[CH3:14])=[O:11].[Br:23][C:24]1[CH:28]=[C:27]([C:29](OC2C=CC=CC=2)=[O:30])[N:26]([C:38]2[C:43]([Cl:44])=[CH:42][CH:41]=[CH:40][N:39]=2)[N:25]=1.Cl. (4) Given the product [C:19]([O:18][C:16]([N:13]1[CH2:14][CH2:15][CH:10]([N:9]([C:4]2[CH:5]=[CH:6][CH:7]=[CH:8][C:3]=2[O:2][CH3:1])[CH2:24][C:25]2[CH:30]=[CH:29][N:28]=[C:27]([C:31]3[CH:36]=[C:35]([O:37][CH3:38])[C:34]([O:39][CH3:40])=[C:33]([O:41][CH3:42])[CH:32]=3)[CH:26]=2)[CH2:11][CH2:12]1)=[O:17])([CH3:22])([CH3:21])[CH3:20], predict the reactants needed to synthesize it. The reactants are: [CH3:1][O:2][C:3]1[C:4]([NH:9][CH:10]2[CH2:15][CH2:14][N:13]([C:16]([O:18][C:19]([CH3:22])([CH3:21])[CH3:20])=[O:17])[CH2:12][CH2:11]2)=[CH:5][CH:6]=[CH:7][CH:8]=1.Cl[CH2:24][C:25]1[CH:30]=[CH:29][N:28]=[C:27]([C:31]2[CH:36]=[C:35]([O:37][CH3:38])[C:34]([O:39][CH3:40])=[C:33]([O:41][CH3:42])[CH:32]=2)[CH:26]=1. (5) Given the product [Cl:26][C:22]1[CH:21]=[C:20]([C:18]2[N:17]=[C:16]3[CH2:27][CH2:28][CH2:29][C:15]3=[C:14]([NH:1][C:2]3[CH:3]=[CH:4][C:5]([C:6]([O:8][CH3:9])=[O:7])=[CH:10][CH:11]=3)[CH:19]=2)[CH:25]=[CH:24][CH:23]=1, predict the reactants needed to synthesize it. The reactants are: [NH2:1][C:2]1[CH:11]=[CH:10][C:5]([C:6]([O:8][CH3:9])=[O:7])=[CH:4][CH:3]=1.Cl.Cl[C:14]1[CH:19]=[C:18]([C:20]2[CH:25]=[CH:24][CH:23]=[C:22]([Cl:26])[CH:21]=2)[N:17]=[C:16]2[CH2:27][CH2:28][CH2:29][C:15]=12. (6) The reactants are: [CH:1]([C:4]1[CH:5]=[C:6]([CH:9]=[C:10]([CH:14]([CH3:16])[CH3:15])[C:11]=1[O:12][CH3:13])[CH:7]=O)([CH3:3])[CH3:2].[C:17]([C:20]1[CH:28]=[CH:27][CH:26]=[C:25]2[C:21]=1[CH2:22][C:23](=[O:29])[NH:24]2)([OH:19])=[O:18]. Given the product [CH:1]([C:4]1[CH:5]=[C:6]([CH:9]=[C:10]([CH:14]([CH3:16])[CH3:15])[C:11]=1[O:12][CH3:13])[CH:7]=[C:22]1[C:21]2[C:20]([C:17]([OH:19])=[O:18])=[CH:28][CH:27]=[CH:26][C:25]=2[NH:24][C:23]1=[O:29])([CH3:3])[CH3:2], predict the reactants needed to synthesize it. (7) Given the product [CH3:17][N:18]1[CH2:4][CH2:5][N:1]([C:6]2([C:10]#[N:11])[CH2:9][CH2:12][CH2:7]2)[CH2:2][CH2:3]1, predict the reactants needed to synthesize it. The reactants are: [N:1]1([C:6]2([C:10]#[N:11])[CH2:9]O[CH2:7]2)[CH2:5][CH2:4][CH2:3][CH2:2]1.[C:12]1(=O)CCC1.[CH3:17][N:18]1CCNCC1.